The task is: Predict which catalyst facilitates the given reaction.. This data is from Catalyst prediction with 721,799 reactions and 888 catalyst types from USPTO. (1) Reactant: [OH:1][C:2]1[C:11]2[C:6](=[CH:7][CH:8]=[CH:9][CH:10]=2)[CH:5]=[CH:4][C:3]=1[C:12]([OH:14])=[O:13].[Br:15]Br. Product: [Br:15][C:5]1[C:6]2[C:11](=[CH:10][CH:9]=[CH:8][CH:7]=2)[C:2]([OH:1])=[C:3]([C:12]([OH:14])=[O:13])[CH:4]=1. The catalyst class is: 15. (2) Reactant: [C:1]([P:5](=[O:9])([CH2:7]O)[CH3:6])([CH3:4])([CH3:3])[CH3:2].C(N(CC)CC)C.[S:17](Cl)([C:20]1[CH:26]=[CH:25][C:23]([CH3:24])=[CH:22][CH:21]=1)(=[O:19])=[O:18].ClCCl. Product: [C:1]([P:5](=[O:9])([CH3:6])[CH2:7][S:17]([C:20]1[CH:26]=[CH:25][C:23]([CH3:24])=[CH:22][CH:21]=1)(=[O:19])=[O:18])([CH3:4])([CH3:3])[CH3:2]. The catalyst class is: 30.